This data is from NCI-60 drug combinations with 297,098 pairs across 59 cell lines. The task is: Regression. Given two drug SMILES strings and cell line genomic features, predict the synergy score measuring deviation from expected non-interaction effect. (1) Drug 1: CC1=C(C=C(C=C1)C(=O)NC2=CC(=CC(=C2)C(F)(F)F)N3C=C(N=C3)C)NC4=NC=CC(=N4)C5=CN=CC=C5. Drug 2: CS(=O)(=O)OCCCCOS(=O)(=O)C. Cell line: KM12. Synergy scores: CSS=-3.54, Synergy_ZIP=0.689, Synergy_Bliss=-0.226, Synergy_Loewe=-2.36, Synergy_HSA=-3.08. (2) Drug 1: CN(CC1=CN=C2C(=N1)C(=NC(=N2)N)N)C3=CC=C(C=C3)C(=O)NC(CCC(=O)O)C(=O)O. Drug 2: CC(C)NC(=O)C1=CC=C(C=C1)CNNC.Cl. Cell line: BT-549. Synergy scores: CSS=11.1, Synergy_ZIP=-6.06, Synergy_Bliss=0.237, Synergy_Loewe=-29.5, Synergy_HSA=-2.37. (3) Drug 1: CC1C(C(CC(O1)OC2CC(CC3=C2C(=C4C(=C3O)C(=O)C5=C(C4=O)C(=CC=C5)OC)O)(C(=O)C)O)N)O.Cl. Drug 2: CC(C)NC(=O)C1=CC=C(C=C1)CNNC.Cl. Cell line: HCT-15. Synergy scores: CSS=19.1, Synergy_ZIP=-0.0155, Synergy_Bliss=7.69, Synergy_Loewe=-4.96, Synergy_HSA=3.65.